This data is from Reaction yield outcomes from USPTO patents with 853,638 reactions. The task is: Predict the reaction yield, written as a fraction of the theoretical maximum amount of product (1.0 means a 100% yield; for example, 0.34 means a 34% yield). (1) The reactants are [C:1]([O:5][C:6]([N:8]1[CH2:13][CH2:12][C:11]([CH2:17][O:18][CH3:19])([C:14]([OH:16])=O)[CH2:10][CH2:9]1)=[O:7])([CH3:4])([CH3:3])[CH3:2].N1C=CC=CC=1.C(Cl)(=O)C(Cl)=O.[CH3:32][N:33]([CH3:44])[C:34](=[O:43])[O:35][C:36]1[CH:41]=[CH:40][CH:39]=[C:38]([NH2:42])[CH:37]=1. The catalyst is CN(C=O)C.C(Cl)Cl.C(OCC)(=O)C. The product is [CH3:32][N:33]([CH3:44])[C:34]([O:35][C:36]1[CH:37]=[C:38]([NH:42][C:14]([C:11]2([CH2:17][O:18][CH3:19])[CH2:10][CH2:9][N:8]([C:6]([O:5][C:1]([CH3:2])([CH3:3])[CH3:4])=[O:7])[CH2:13][CH2:12]2)=[O:16])[CH:39]=[CH:40][CH:41]=1)=[O:43]. The yield is 0.900. (2) The reactants are Br[C:2]1(Br)[C:10]2[C:5](=[N:6][CH:7]=[CH:8][C:9]=2[Cl:11])[NH:4][C:3]1=[O:12].C(O)(=O)C.CO. The product is [Cl:11][C:9]1[CH:8]=[CH:7][N:6]=[C:5]2[NH:4][C:3](=[O:12])[CH2:2][C:10]=12. The catalyst is [Cl-].[Na+].O.[Zn]. The yield is 0.780. (3) The reactants are [Si:1]([O:8][CH:9]1[CH2:14][CH2:13][CH:12]([NH:15][C:16]2[CH:21]=[CH:20][CH:19]=[CH:18][C:17]=2I)[CH2:11][CH2:10]1)([C:4]([CH3:7])([CH3:6])[CH3:5])([CH3:3])[CH3:2].[CH:23]1([C:26]#[CH:27])[CH2:25][CH2:24]1. The catalyst is C(N(CC)CC)C.[Cu]I.Cl[Pd](Cl)([P](C1C=CC=CC=1)(C1C=CC=CC=1)C1C=CC=CC=1)[P](C1C=CC=CC=1)(C1C=CC=CC=1)C1C=CC=CC=1. The product is [Si:1]([O:8][CH:9]1[CH2:14][CH2:13][CH:12]([NH:15][C:16]2[CH:21]=[CH:20][CH:19]=[CH:18][C:17]=2[C:27]#[C:26][CH:23]2[CH2:25][CH2:24]2)[CH2:11][CH2:10]1)([C:4]([CH3:7])([CH3:6])[CH3:5])([CH3:3])[CH3:2]. The yield is 1.00. (4) The reactants are [CH3:1][O:2][C:3]1[CH:4]=[C:5]2[C:10](=[C:11]([NH:13][CH2:14][CH2:15][CH2:16][C:17]#[N:18])[CH:12]=1)[N:9]=[CH:8][CH:7]=[CH:6]2.[H-].[H-].[H-].[H-].[Li+].[Al+3].[CH:25](=O)[CH3:26].[BH-](OC(C)=O)(OC(C)=O)O[C:30]([CH3:32])=O.[Na+]. The catalyst is C1COCC1.C(Cl)Cl. The product is [CH2:30]([N:18]([CH2:25][CH3:26])[CH2:17][CH2:16][CH2:15][CH2:14][NH:13][C:11]1[CH:12]=[C:3]([O:2][CH3:1])[CH:4]=[C:5]2[C:10]=1[N:9]=[CH:8][CH:7]=[CH:6]2)[CH3:32]. The yield is 0.430. (5) The reactants are [CH3:13][C:12]([O:11][C:9](O[C:9]([O:11][C:12]([CH3:15])([CH3:14])[CH3:13])=[O:10])=[O:10])([CH3:15])[CH3:14].[NH2:16][CH2:17][C:18]1[CH:23]=[CH:22][C:21]([C:24]2[CH:29]=[CH:28][CH:27]=[CH:26][C:25]=2[O:30][CH2:31][CH3:32])=[C:20]([NH2:33])[CH:19]=1. The catalyst is O1CCOCC1. The product is [C:12]([O:11][C:9](=[O:10])[NH:16][CH2:17][C:18]1[CH:23]=[CH:22][C:21]([C:24]2[CH:29]=[CH:28][CH:27]=[CH:26][C:25]=2[O:30][CH2:31][CH3:32])=[C:20]([NH2:33])[CH:19]=1)([CH3:13])([CH3:14])[CH3:15]. The yield is 0.310. (6) The reactants are [CH2:1]([O:3][P:4]([C:9]([C:12]1[CH:17]=[CH:16][C:15]([N+:18]([O-])=O)=[CH:14][CH:13]=1)([F:11])[F:10])(=[O:8])[O:5][CH2:6][CH3:7])[CH3:2]. The yield is 0.830. The catalyst is CO.[Pd]. The product is [CH2:1]([O:3][P:4]([C:9]([C:12]1[CH:13]=[CH:14][C:15]([NH2:18])=[CH:16][CH:17]=1)([F:11])[F:10])(=[O:8])[O:5][CH2:6][CH3:7])[CH3:2]. (7) The reactants are [N:1]1([CH2:10][C:11](N)=[O:12])[C:9]2[C:4](=[CH:5][CH:6]=[CH:7][CH:8]=2)[CH:3]=[N:2]1.[H-].[Na+].[CH3:16][O:17][C:18]1[CH:23]=[C:22]([O:24][C:25]2[CH:30]=[CH:29][N:28]=[C:27]3[CH:31]=[C:32]([C:34]4[N:35]([CH3:39])[CH:36]=[CH:37][N:38]=4)[S:33][C:26]=23)[CH:21]=[CH:20][C:19]=1[N:40]=[C:41]=[S:42].O.C[N:45](C)C=O. No catalyst specified. The product is [N:1]1([CH2:10][C:11]([N:40]([C:19]2[CH:20]=[CH:21][C:22]([O:24][C:25]3[CH:30]=[CH:29][N:28]=[C:27]4[CH:31]=[C:32]([C:34]5[N:35]([CH3:39])[CH:36]=[CH:37][N:38]=5)[S:33][C:26]=34)=[CH:23][C:18]=2[O:17][CH3:16])[C:41]([NH2:45])=[S:42])=[O:12])[C:9]2[C:4](=[CH:5][CH:6]=[CH:7][CH:8]=2)[CH:3]=[N:2]1. The yield is 0.360. (8) The reactants are [F:1][C:2]1[C:7]([OH:8])=[CH:6][CH:5]=[C:4]([F:9])[C:3]=1[CH:10]([O:14][CH2:15][CH3:16])[C:11]([OH:13])=O.Cl.Cl.[CH2:19]([O:26][C:27](=[O:39])[NH:28][C:29]([C:31]1[CH:36]=[CH:35][C:34]([CH2:37][NH2:38])=[CH:33][CH:32]=1)=[NH:30])[C:20]1[CH:25]=[CH:24][CH:23]=[CH:22][CH:21]=1.ON1C2C=CC=CC=2N=N1.C(Cl)CCl. The catalyst is CN(C=O)C.C(N(CC)CC)C. The product is [CH2:19]([O:26][C:27](=[O:39])[NH:28][C:29]([C:31]1[CH:32]=[CH:33][C:34]([CH2:37][NH:38][C:11](=[O:13])[CH:10]([C:3]2[C:4]([F:9])=[CH:5][CH:6]=[C:7]([OH:8])[C:2]=2[F:1])[O:14][CH2:15][CH3:16])=[CH:35][CH:36]=1)=[NH:30])[C:20]1[CH:25]=[CH:24][CH:23]=[CH:22][CH:21]=1. The yield is 0.400. (9) The product is [CH2:22]([O:21][C:19]([N:16]1[CH2:15][CH2:14][CH:13]([NH:12][C:8]2[O:9][C:5]3[CH:4]=[CH:3][C:2]([Cl:1])=[CH:11][C:6]=3[N:7]=2)[CH2:18][CH2:17]1)=[O:20])[CH3:23]. The reactants are [Cl:1][C:2]1[CH:3]=[CH:4][C:5]2[O:9][C:8](S)=[N:7][C:6]=2[CH:11]=1.[NH2:12][CH:13]1[CH2:18][CH2:17][N:16]([C:19]([O:21][CH2:22][CH3:23])=[O:20])[CH2:15][CH2:14]1.[Cl-].[Na+]. The catalyst is CC(N(C)C)=O. The yield is 0.390.